Dataset: NCI-60 drug combinations with 297,098 pairs across 59 cell lines. Task: Regression. Given two drug SMILES strings and cell line genomic features, predict the synergy score measuring deviation from expected non-interaction effect. Drug 1: COC1=CC(=CC(=C1O)OC)C2C3C(COC3=O)C(C4=CC5=C(C=C24)OCO5)OC6C(C(C7C(O6)COC(O7)C8=CC=CS8)O)O. Drug 2: CC(C)(C#N)C1=CC(=CC(=C1)CN2C=NC=N2)C(C)(C)C#N. Cell line: HL-60(TB). Synergy scores: CSS=53.5, Synergy_ZIP=0.559, Synergy_Bliss=0.0221, Synergy_Loewe=-16.5, Synergy_HSA=-0.284.